This data is from Forward reaction prediction with 1.9M reactions from USPTO patents (1976-2016). The task is: Predict the product of the given reaction. (1) Given the reactants [CH3:1][O:2][C:3]([C:5]1[C:10](Br)=[C:9]([NH2:12])[N:8]=[C:7]([C:13]2[CH:18]=[CH:17][C:16]([Cl:19])=[C:15]([O:20][CH3:21])[C:14]=2[F:22])[N:6]=1)=[O:4].[CH:23](/B(O)O)=[CH:24]\[CH3:25].[F-].[Cs+].O, predict the reaction product. The product is: [CH3:1][O:2][C:3]([C:5]1[C:10](/[CH:23]=[CH:24]/[CH3:25])=[C:9]([NH2:12])[N:8]=[C:7]([C:13]2[CH:18]=[CH:17][C:16]([Cl:19])=[C:15]([O:20][CH3:21])[C:14]=2[F:22])[N:6]=1)=[O:4]. (2) Given the reactants [CH2:1]1[C:9]2[C:4](=[CH:5][CH:6]=[CH:7][CH:8]=2)[CH:3]=[C:2]1[C:10]([C:12]1[CH:17]=[CH:16][CH:15]=[C:14]([C@@H:18]2[O:47][C@H:46]([CH2:48][O:49]CC3C=CC=CC=3)[C@@H:37]([O:38]CC3C=CC=CC=3)[C@H:28]([O:29]CC3C=CC=CC=3)[C@H:19]2[O:20]CC2C=CC=CC=2)[CH:13]=1)=O.[H][H], predict the reaction product. The product is: [CH2:1]1[C:9]2[C:4](=[CH:5][CH:6]=[CH:7][CH:8]=2)[CH2:3][CH:2]1[CH2:10][C:12]1[CH:13]=[C:14]([C@@H:18]2[O:47][C@H:46]([CH2:48][OH:49])[C@@H:37]([OH:38])[C@H:28]([OH:29])[C@H:19]2[OH:20])[CH:15]=[CH:16][CH:17]=1. (3) Given the reactants [CH3:1][C:2]1[C:6]2[CH:7]=[C:8]([CH:11]=O)[CH:9]=[CH:10][C:5]=2[O:4][N:3]=1.[S:13]1[CH2:17][C:16](=[O:18])[NH:15][C:14]1=[O:19], predict the reaction product. The product is: [CH3:1][C:2]1[C:6]2[CH:7]=[C:8]([CH:11]=[C:17]3[S:13][C:14](=[O:19])[NH:15][C:16]3=[O:18])[CH:9]=[CH:10][C:5]=2[O:4][N:3]=1. (4) Given the reactants CC1C=CC=C(C)C=1O[CH2:10][C:11]1[C:15]([CH2:16][O:17][C:18]2[CH:19]=[C:20]3[C:24](=[CH:25][CH:26]=2)[N:23]([CH2:27][C:28]2[CH:29]=[C:30]([CH:35]=[CH:36][CH:37]=2)[C:31]([O:33][CH3:34])=[O:32])[CH:22]=[CH:21]3)=[C:14]([CH:38]([CH3:40])[CH3:39])[O:13][N:12]=1.[F:41][C:42]1[CH:47]=[C:46]([F:48])[CH:45]=[C:44]([F:49])[C:43]=1[OH:50], predict the reaction product. The product is: [CH3:40][CH:38]([C:14]1[O:13][N:12]=[C:11]([CH2:10][O:50][C:43]2[C:42]([F:41])=[CH:47][C:46]([F:48])=[CH:45][C:44]=2[F:49])[C:15]=1[CH2:16][O:17][C:18]1[CH:19]=[C:20]2[C:24](=[CH:25][CH:26]=1)[N:23]([CH2:27][C:28]1[CH:29]=[C:30]([CH:35]=[CH:36][CH:37]=1)[C:31]([O:33][CH3:34])=[O:32])[CH:22]=[CH:21]2)[CH3:39]. (5) Given the reactants [NH2:1][CH2:2][C:3]1[CH:31]=[CH:30][C:6]2[N:7]([CH2:25][CH2:26][CH:27]([CH3:29])[CH3:28])[C:8]([CH2:10][N:11]3[C:20]4[C:15](=[CH:16][CH:17]=[CH:18][CH:19]=4)[CH2:14][N:13]([CH:21]4[CH2:23][CH2:22]4)[C:12]3=[O:24])=[N:9][C:5]=2[CH:4]=1.[C:32]([OH:41])(=[O:40])[CH2:33][CH2:34][CH2:35][CH2:36][C:37]([OH:39])=[O:38], predict the reaction product. The product is: [C:32]([OH:41])(=[O:40])[CH2:33][CH2:34][CH2:35][CH2:36][C:37]([OH:39])=[O:38].[NH2:1][CH2:2][C:3]1[CH:31]=[CH:30][C:6]2[N:7]([CH2:25][CH2:26][CH:27]([CH3:28])[CH3:29])[C:8]([CH2:10][N:11]3[C:20]4[C:15](=[CH:16][CH:17]=[CH:18][CH:19]=4)[CH2:14][N:13]([CH:21]4[CH2:22][CH2:23]4)[C:12]3=[O:24])=[N:9][C:5]=2[CH:4]=1. (6) Given the reactants [F:1][C:2]([F:31])([F:30])[C:3]1[CH:4]=[C:5]([C@H:13]([O:15][C@@H:16]2[C@@H:21]([C:22]3[CH:27]=[CH:26][CH:25]=[CH:24][CH:23]=3)[C@H:20]([CH:28]=O)[CH2:19][CH2:18][O:17]2)[CH3:14])[CH:6]=[C:7]([C:9]([F:12])([F:11])[F:10])[CH:8]=1.[OH:32][CH:33]1[C:37]2([CH2:42][CH2:41][NH:40][CH2:39][CH2:38]2)[O:36][CH2:35][CH2:34]1, predict the reaction product. The product is: [F:12][C:9]([F:11])([F:10])[C:7]1[CH:6]=[C:5]([C@H:13]([O:15][C@@H:16]2[C@@H:21]([C:22]3[CH:23]=[CH:24][CH:25]=[CH:26][CH:27]=3)[C@H:20]([CH2:28][N:40]3[CH2:41][CH2:42][C:37]4([O:36][CH2:35][CH2:34][CH:33]4[OH:32])[CH2:38][CH2:39]3)[CH2:19][CH2:18][O:17]2)[CH3:14])[CH:4]=[C:3]([C:2]([F:30])([F:31])[F:1])[CH:8]=1. (7) Given the reactants [Cl:1][C:2]1[CH:34]=[CH:33][C:5]([C:6]([N:8]2[CH2:13][CH2:12][N:11]([CH:14]3[CH:18]([OH:19])[CH2:17][N:16]([C:20]4[N:25]=[C:24]([C:26]([F:29])([F:28])[F:27])[C:23]([C:30]([OH:32])=O)=[CH:22][N:21]=4)[CH2:15]3)[CH2:10][CH2:9]2)=[O:7])=[CH:4][CH:3]=1.C[N:36](C(ON1N=NC2C=CC=NC1=2)=[N+](C)C)C.F[P-](F)(F)(F)(F)F.CCN(C(C)C)C(C)C.C1C=CC2N(O)N=NC=2C=1.[NH4+].[Cl-], predict the reaction product. The product is: [Cl:1][C:2]1[CH:34]=[CH:33][C:5]([C:6]([N:8]2[CH2:9][CH2:10][N:11]([CH:14]3[CH:18]([OH:19])[CH2:17][N:16]([C:20]4[N:25]=[C:24]([C:26]([F:27])([F:28])[F:29])[C:23]([C:30]([NH2:36])=[O:32])=[CH:22][N:21]=4)[CH2:15]3)[CH2:12][CH2:13]2)=[O:7])=[CH:4][CH:3]=1. (8) Given the reactants [H][H].C1C=[N+]([C@@H]2O[C@H](COP(OP(OC[C@H]3O[C@@H](N4C5N=CN=C(N)C=5N=C4)[C@H](O)[C@@H]3O)(O)=O)(O)=O)[C@@H](O)[C@H]2O)C=C(C(N)=O)C=1.[OH:47][CH2:48][C:49]([C@H:51]([C@@H:53]([C@@H:55]([CH2:57][OH:58])[OH:56])[OH:54])[OH:52])=[O:50], predict the reaction product. The product is: [CH2:57]([OH:58])[C@H:55]([C@H:53]([C@@H:51]([C@@H:49]([CH2:48][OH:47])[OH:50])[OH:52])[OH:54])[OH:56].